Dataset: TCR-epitope binding with 47,182 pairs between 192 epitopes and 23,139 TCRs. Task: Binary Classification. Given a T-cell receptor sequence (or CDR3 region) and an epitope sequence, predict whether binding occurs between them. (1) The epitope is FLKEKGGL. The TCR CDR3 sequence is CSVEGGSAYEQYF. Result: 1 (the TCR binds to the epitope). (2) The epitope is GLCTLVAML. The TCR CDR3 sequence is CAGGVNPNTGELFF. Result: 0 (the TCR does not bind to the epitope).